This data is from Peptide-MHC class I binding affinity with 185,985 pairs from IEDB/IMGT. The task is: Regression. Given a peptide amino acid sequence and an MHC pseudo amino acid sequence, predict their binding affinity value. This is MHC class I binding data. (1) The peptide sequence is RENGGYWLL. The MHC is HLA-A26:02 with pseudo-sequence HLA-A26:02. The binding affinity (normalized) is 0.283. (2) The peptide sequence is FLSHYFTLV. The MHC is HLA-A01:01 with pseudo-sequence HLA-A01:01. The binding affinity (normalized) is 0.481. (3) The peptide sequence is TVVQRCASNK. The MHC is HLA-A03:01 with pseudo-sequence HLA-A03:01. The binding affinity (normalized) is 0.543.